Predict the product of the given reaction. From a dataset of Forward reaction prediction with 1.9M reactions from USPTO patents (1976-2016). (1) The product is: [Cl:1][C:2]1[N:7]=[C:6]([NH:8][C:9]2[CH:10]=[C:11]([CH2:16][O:17][Si:18]([CH3:20])([CH3:19])[C:21]([CH3:24])([CH3:23])[CH3:22])[CH:12]=[CH:13][C:14]=2[CH3:15])[CH:5]=[CH:4][N:3]=1. Given the reactants [Cl:1][C:2]1[N:7]=[C:6]([NH:8][C:9]2[CH:10]=[C:11]([CH2:16][OH:17])[CH:12]=[CH:13][C:14]=2[CH3:15])[CH:5]=[CH:4][N:3]=1.[Si:18](Cl)([C:21]([CH3:24])([CH3:23])[CH3:22])([CH3:20])[CH3:19].N1C=CN=C1, predict the reaction product. (2) Given the reactants [Cl:1][C:2]1[CH:26]=[CH:25][C:5]([O:6][CH2:7][C:8]2[NH:9][C:10]3[C:16]([O:17][CH2:18][C:19]4[CH:24]=[CH:23][CH:22]=[CH:21][CH:20]=4)=[CH:15][CH:14]=[CH:13][C:11]=3[N:12]=2)=[CH:4][CH:3]=1.[H-].[Na+].ClC1C=CC(OCC2N([CH2:41][CH2:42][CH2:43][CH:44]3[CH2:49][CH2:48][CH2:47][N:46]([C:50]([O:52][C:53]([CH3:56])([CH3:55])[CH3:54])=[O:51])[CH2:45]3)C3C=CC=C(O[CH2:41][CH2:42][CH2:43][CH:44]4[CH2:49][CH2:48][CH2:47][N:46]([C:50]([O:52][C:53]([CH3:55])([CH3:54])[CH3:56])=[O:51])[CH2:45]4)C=3N=2)=CC=1, predict the reaction product. The product is: [Cl:1][C:2]1[CH:3]=[CH:4][C:5]([O:6][CH2:7][C:8]2[N:12]([CH2:41][CH2:42][CH2:43][CH:44]3[CH2:49][CH2:48][CH2:47][N:46]([C:50]([O:52][C:53]([CH3:54])([CH3:56])[CH3:55])=[O:51])[CH2:45]3)[C:11]3[CH:13]=[CH:14][CH:15]=[C:16]([O:17][CH2:18][C:19]4[CH:20]=[CH:21][CH:22]=[CH:23][CH:24]=4)[C:10]=3[N:9]=2)=[CH:25][CH:26]=1. (3) Given the reactants [C:1]([C:3]1[C:7]([N:8]([CH3:16])[S:9]([C:12]([F:15])([F:14])[F:13])(=[O:11])=[O:10])=[C:6]([N:17]=CN(C)C)[N:5]([C:22]2[C:27]([Cl:28])=[CH:26][C:25]([C:29]([F:32])([F:31])[F:30])=[CH:24][C:23]=2[Cl:33])[N:4]=1)#[N:2].Cl, predict the reaction product. The product is: [NH2:17][C:6]1[N:5]([C:22]2[C:23]([Cl:33])=[CH:24][C:25]([C:29]([F:32])([F:31])[F:30])=[CH:26][C:27]=2[Cl:28])[N:4]=[C:3]([C:1]#[N:2])[C:7]=1[N:8]([CH3:16])[S:9]([C:12]([F:13])([F:15])[F:14])(=[O:11])=[O:10]. (4) Given the reactants [CH:1]([N:4](C(C)C)[CH2:5]C)(C)C.C1C=CC2N(O)N=NC=2C=1.[CH3:20][O:21][C:22]1[CH:23]=[C:24]([CH:46]=[CH:47][C:48]=1[N:49]1[CH:53]=[C:52]([CH3:54])[N:51]=[CH:50]1)/[CH:25]=[C:26]1/[C:27](=[O:45])[N:28]2[C@@H:33]([CH2:34][CH2:35]/1)[CH2:32][CH2:31][CH2:30][C@H:29]2[C:36]1[CH:44]=[CH:43][C:39]([C:40]([OH:42])=O)=[CH:38][CH:37]=1.CNC.O.C(=O)(O)[O-].[Na+], predict the reaction product. The product is: [CH3:20][O:21][C:22]1[CH:23]=[C:24]([CH:46]=[CH:47][C:48]=1[N:49]1[CH:53]=[C:52]([CH3:54])[N:51]=[CH:50]1)/[CH:25]=[C:26]1/[C:27](=[O:45])[N:28]2[C@@H:33]([CH2:34][CH2:35]/1)[CH2:32][CH2:31][CH2:30][C@H:29]2[C:36]1[CH:37]=[CH:38][C:39]([C:40]([N:4]([CH3:5])[CH3:1])=[O:42])=[CH:43][CH:44]=1. (5) Given the reactants CC1C=C(C)C=C(C)C=1S([O-])(=O)=O.[NH2:14][N+:15]1[CH:20]=[C:19]([Cl:21])[CH:18]=[C:17]([O:22]COCC[Si](C)(C)C)[C:16]=1[C:31]#[C:32][CH3:33], predict the reaction product. The product is: [Cl:21][C:19]1[CH:18]=[C:17]([OH:22])[C:16]2[N:15]([N:14]=[C:32]([CH3:33])[CH:31]=2)[CH:20]=1.